From a dataset of Forward reaction prediction with 1.9M reactions from USPTO patents (1976-2016). Predict the product of the given reaction. Given the reactants C(Cl)[Cl:2].N#N.C(=O)=O.[CH2:9]([B:17]([OH:19])O)[CH2:10][CH2:11][CH2:12][CH2:13][CH2:14][CH:15]=C.[C:20]12([OH:31])[CH2:28][CH:24]([C:25]1([CH3:27])[CH3:26])[CH2:23][CH2:22][C:21]2([OH:30])[CH3:29].CCO[CH2:35][CH3:36], predict the reaction product. The product is: [Cl:2][C@H:9]([B:17]([O:31][C:20]12[CH2:28][CH:24]([C:25]1([CH3:27])[CH3:26])[CH2:23][CH2:22][C:21]2([OH:30])[CH3:29])[OH:19])[CH2:10][CH2:11][CH2:12][CH2:13][CH2:14][CH2:15][CH:35]=[CH2:36].